Dataset: TCR-epitope binding with 47,182 pairs between 192 epitopes and 23,139 TCRs. Task: Binary Classification. Given a T-cell receptor sequence (or CDR3 region) and an epitope sequence, predict whether binding occurs between them. (1) The epitope is KLVALGINAV. The TCR CDR3 sequence is CASSTGDSYNSPLHF. Result: 0 (the TCR does not bind to the epitope). (2) The epitope is KEIDRLNEV. The TCR CDR3 sequence is CATSTGDSNQPQHF. Result: 0 (the TCR does not bind to the epitope). (3) The epitope is LPPIVAKEI. The TCR CDR3 sequence is CASRSEKLFF. Result: 0 (the TCR does not bind to the epitope).